From a dataset of NCI-60 drug combinations with 297,098 pairs across 59 cell lines. Regression. Given two drug SMILES strings and cell line genomic features, predict the synergy score measuring deviation from expected non-interaction effect. (1) Cell line: HOP-92. Synergy scores: CSS=16.3, Synergy_ZIP=-6.35, Synergy_Bliss=-2.44, Synergy_Loewe=-4.16, Synergy_HSA=-1.61. Drug 1: C1=NC2=C(N1)C(=S)N=C(N2)N. Drug 2: CN(CC1=CN=C2C(=N1)C(=NC(=N2)N)N)C3=CC=C(C=C3)C(=O)NC(CCC(=O)O)C(=O)O. (2) Drug 1: CC12CCC(CC1=CCC3C2CCC4(C3CC=C4C5=CN=CC=C5)C)O. Synergy scores: CSS=40.7, Synergy_ZIP=-1.41, Synergy_Bliss=-3.34, Synergy_Loewe=-20.6, Synergy_HSA=-3.81. Drug 2: CN(CCCl)CCCl.Cl. Cell line: CCRF-CEM. (3) Drug 1: C1CCN(CC1)CCOC2=CC=C(C=C2)C(=O)C3=C(SC4=C3C=CC(=C4)O)C5=CC=C(C=C5)O. Drug 2: CS(=O)(=O)CCNCC1=CC=C(O1)C2=CC3=C(C=C2)N=CN=C3NC4=CC(=C(C=C4)OCC5=CC(=CC=C5)F)Cl. Cell line: MCF7. Synergy scores: CSS=3.86, Synergy_ZIP=-2.06, Synergy_Bliss=0.114, Synergy_Loewe=-3.84, Synergy_HSA=-2.84. (4) Drug 1: C1=CC(=C2C(=C1NCCNCCO)C(=O)C3=C(C=CC(=C3C2=O)O)O)NCCNCCO. Drug 2: CCN(CC)CCNC(=O)C1=C(NC(=C1C)C=C2C3=C(C=CC(=C3)F)NC2=O)C. Cell line: HS 578T. Synergy scores: CSS=18.7, Synergy_ZIP=0.0221, Synergy_Bliss=-3.08, Synergy_Loewe=-20.5, Synergy_HSA=-5.34. (5) Drug 1: CC1=C(C=C(C=C1)C(=O)NC2=CC(=CC(=C2)C(F)(F)F)N3C=C(N=C3)C)NC4=NC=CC(=N4)C5=CN=CC=C5. Drug 2: CC1=C2C(C(=O)C3(C(CC4C(C3C(C(C2(C)C)(CC1OC(=O)C(C(C5=CC=CC=C5)NC(=O)OC(C)(C)C)O)O)OC(=O)C6=CC=CC=C6)(CO4)OC(=O)C)O)C)O. Cell line: MDA-MB-435. Synergy scores: CSS=-1.37, Synergy_ZIP=11.8, Synergy_Bliss=10.7, Synergy_Loewe=5.42, Synergy_HSA=6.92. (6) Cell line: NCI-H522. Drug 2: COC1=C2C(=CC3=C1OC=C3)C=CC(=O)O2. Drug 1: CC1C(C(CC(O1)OC2CC(OC(C2O)C)OC3=CC4=CC5=C(C(=O)C(C(C5)C(C(=O)C(C(C)O)O)OC)OC6CC(C(C(O6)C)O)OC7CC(C(C(O7)C)O)OC8CC(C(C(O8)C)O)(C)O)C(=C4C(=C3C)O)O)O)O. Synergy scores: CSS=10.7, Synergy_ZIP=-1.08, Synergy_Bliss=-4.23, Synergy_Loewe=-2.43, Synergy_HSA=-2.98. (7) Drug 1: CCC(=C(C1=CC=CC=C1)C2=CC=C(C=C2)OCCN(C)C)C3=CC=CC=C3.C(C(=O)O)C(CC(=O)O)(C(=O)O)O. Drug 2: CC(C)(C#N)C1=CC(=CC(=C1)CN2C=NC=N2)C(C)(C)C#N. Cell line: K-562. Synergy scores: CSS=26.2, Synergy_ZIP=6.18, Synergy_Bliss=7.69, Synergy_Loewe=1.99, Synergy_HSA=2.31. (8) Drug 1: CS(=O)(=O)CCNCC1=CC=C(O1)C2=CC3=C(C=C2)N=CN=C3NC4=CC(=C(C=C4)OCC5=CC(=CC=C5)F)Cl. Drug 2: CC(C)CN1C=NC2=C1C3=CC=CC=C3N=C2N. Cell line: M14. Synergy scores: CSS=-3.42, Synergy_ZIP=0.600, Synergy_Bliss=-1.10, Synergy_Loewe=-2.78, Synergy_HSA=-2.73.